Task: Predict the reactants needed to synthesize the given product.. Dataset: Full USPTO retrosynthesis dataset with 1.9M reactions from patents (1976-2016) (1) Given the product [CH3:1][O:2][C:3]1[CH:12]=[CH:11][C:6]2[O:7][CH2:8][CH2:9][O:10][C:5]=2[C:4]=1[CH:29]=[O:30], predict the reactants needed to synthesize it. The reactants are: [CH3:1][O:2][C:3]1[CH:12]=[CH:11][C:6]2[O:7][CH2:8][CH2:9][O:10][C:5]=2[CH:4]=1.CN(C)CCN(C)C.[Li]CCCC.CN([CH:29]=[O:30])C.[NH4+].[Cl-]. (2) Given the product [Cl:12][C:10]1[CH:11]=[C:6]([C:4]([NH:17][NH2:18])=[O:3])[C:7]2[N:8]([CH:13]=[CH:14][N:15]=2)[N:9]=1, predict the reactants needed to synthesize it. The reactants are: C([O:3][C:4]([C:6]1[C:7]2[N:8]([CH:13]=[CH:14][N:15]=2)[N:9]=[C:10]([Cl:12])[CH:11]=1)=O)C.O.[NH2:17][NH2:18]. (3) Given the product [CH2:1]([N:8]1[CH2:13][CH2:12][C:11]([NH:16][C:17]2[CH:22]=[CH:21][CH:20]=[C:19]([F:23])[CH:18]=2)([C:14]#[N:15])[CH2:10][CH:9]1[CH3:24])[C:2]1[CH:3]=[CH:4][CH:5]=[CH:6][CH:7]=1, predict the reactants needed to synthesize it. The reactants are: [CH2:1]([N:8]1[CH2:13][CH2:12][C@:11]([NH:16][C:17]2[CH:22]=[CH:21][CH:20]=[C:19]([F:23])[CH:18]=2)([C:14]#[N:15])[CH2:10][C@H:9]1[CH3:24])[C:2]1[CH:7]=[CH:6][CH:5]=[CH:4][CH:3]=1. (4) Given the product [CH:25]1([C:30]([CH:7]2[C:2](=[O:1])[CH2:3][CH2:4][N:5]([C:8]([O:10][C:11]([CH3:14])([CH3:13])[CH3:12])=[O:9])[CH2:6]2)=[O:31])[CH2:29][CH:28]=[CH:27][CH2:26]1, predict the reactants needed to synthesize it. The reactants are: [O:1]=[C:2]1[CH2:7][CH2:6][N:5]([C:8]([O:10][C:11]([CH3:14])([CH3:13])[CH3:12])=[O:9])[CH2:4][CH2:3]1.[Li+].C[Si]([N-][Si](C)(C)C)(C)C.[CH:25]1([C:30](Cl)=[O:31])[CH2:29][CH:28]=[CH:27][CH2:26]1. (5) Given the product [O:24]=[C:23]1[NH:22][C:21]2[CH:25]=[CH:26][CH:27]=[CH:28][C:20]=2[S:19][CH2:18][CH:17]1[NH:16][C:14](=[O:15])[C@H:13]([O:29][CH3:30])[C@H:7]([OH:8])[C@@H:6]([OH:31])[C@H:5]([OH:10])/[CH:4]=[CH:3]/[C:2]([CH3:33])([CH3:1])[CH3:32], predict the reactants needed to synthesize it. The reactants are: [CH3:1][C:2]([CH3:33])([CH3:32])/[CH:3]=[CH:4]/[C@H:5]1[O:10]C(C)(C)[O:8][C@@H:7]([C@@H:13]([O:29][CH3:30])[C:14]([NH:16][CH:17]2[C:23](=[O:24])[NH:22][C:21]3[CH:25]=[CH:26][CH:27]=[CH:28][C:20]=3[S:19][CH2:18]2)=[O:15])[C@H:6]1[OH:31].Cl.[OH-].[Na+]. (6) Given the product [CH3:15][C:2]1[N:7]=[CH:6][C:5]([CH2:8][N:9]2[CH2:14][CH2:13][O:12][CH2:11][CH2:10]2)=[CH:4][CH:3]=1, predict the reactants needed to synthesize it. The reactants are: Cl[C:2]1[N:7]=[CH:6][C:5]([CH2:8][N:9]2[CH2:14][CH2:13][O:12][CH2:11][CH2:10]2)=[CH:4][CH:3]=1.[CH3:15][Mg]Cl.[Cl-].[NH4+].